From a dataset of Catalyst prediction with 721,799 reactions and 888 catalyst types from USPTO. Predict which catalyst facilitates the given reaction. Reactant: [N:1]([CH2:4][C@H:5]1[O:9][C@@H:8]([N:10]2[CH:17]=[CH:16][C:14](=[O:15])[NH:13][C:11]2=[O:12])[C@H:7]([OH:18])[C@@H:6]1[OH:19])=[N+]=[N-]. Product: [NH2:1][CH2:4][C@H:5]1[O:9][C@@H:8]([N:10]2[CH:17]=[CH:16][C:14](=[O:15])[NH:13][C:11]2=[O:12])[C@H:7]([OH:18])[C@@H:6]1[OH:19]. The catalyst class is: 5.